From a dataset of Reaction yield outcomes from USPTO patents with 853,638 reactions. Predict the reaction yield, written as a fraction of the theoretical maximum amount of product (1.0 means a 100% yield; for example, 0.34 means a 34% yield). (1) The reactants are [CH2:1]([C:3]1[CH:9]=[CH:8][C:6]([NH2:7])=[CH:5][CH:4]=1)[CH3:2].[N:10]([O-])=O.[Na+].[ClH:14]. The catalyst is O. The product is [ClH:14].[CH2:1]([C:3]1[CH:9]=[CH:8][C:6]([NH:7][NH2:10])=[CH:5][CH:4]=1)[CH3:2]. The yield is 0.950. (2) The reactants are [I:1][C:2]1[CH:9]=[CH:8][CH:7]=[CH:6][C:3]=1[CH2:4]Br.[P:10]([O:17]CC)([O:14][CH2:15][CH3:16])[O:11][CH2:12][CH3:13]. The catalyst is CCOC(C)=O. The product is [I:1][C:2]1[CH:9]=[CH:8][CH:7]=[CH:6][C:3]=1[CH2:4][P:10](=[O:17])([O:14][CH2:15][CH3:16])[O:11][CH2:12][CH3:13]. The yield is 0.390. (3) The reactants are C1C(=O)N(Br)C(=O)C1.[Cl:9][C:10]1[N:15]=[C:14]([CH2:16][C:17]([C:19]2[C:20]([F:37])=[C:21]([NH:25][S:26]([C:29]3[CH:34]=[C:33]([F:35])[CH:32]=[CH:31][C:30]=3[F:36])(=[O:28])=[O:27])[CH:22]=[CH:23][CH:24]=2)=O)[CH:13]=[CH:12][N:11]=1.[NH2:38][C:39]([N:41]1[CH2:46][CH2:45][N:44]([C:47]([O:49][C:50]([CH3:53])([CH3:52])[CH3:51])=[O:48])[CH2:43][CH2:42]1)=[S:40].O. The catalyst is CC(N(C)C)=O. The product is [Cl:9][C:10]1[N:15]=[C:14]([C:16]2[S:40][C:39]([N:41]3[CH2:42][CH2:43][N:44]([C:47]([O:49][C:50]([CH3:53])([CH3:52])[CH3:51])=[O:48])[CH2:45][CH2:46]3)=[N:38][C:17]=2[C:19]2[CH:24]=[CH:23][CH:22]=[C:21]([NH:25][S:26]([C:29]3[CH:34]=[C:33]([F:35])[CH:32]=[CH:31][C:30]=3[F:36])(=[O:28])=[O:27])[C:20]=2[F:37])[CH:13]=[CH:12][N:11]=1. The yield is 0.450. (4) The reactants are C[N:2](C)[CH:3]=[CH:4][C:5]([C:7]1[C:12](=[O:13])[CH:11]=[CH:10][N:9]([C:14]2[CH:19]=[CH:18][CH:17]=[CH:16][CH:15]=2)[N:8]=1)=O.[C:21]1([NH:27]N)[CH:26]=[CH:25][CH:24]=[CH:23][CH:22]=1. The catalyst is CO. The product is [C:14]1([N:9]2[CH:10]=[CH:11][C:12](=[O:13])[C:7]([C:5]3[N:27]([C:21]4[CH:26]=[CH:25][CH:24]=[CH:23][CH:22]=4)[N:2]=[CH:3][CH:4]=3)=[N:8]2)[CH:19]=[CH:18][CH:17]=[CH:16][CH:15]=1. The yield is 0.0700. (5) The reactants are OC([C:5]1[C:6]([CH3:15])=[C:7]2[N:12]([CH:13]=1)[N:11]=[CH:10][NH:9][C:8]2=[O:14])(C)C.C1C[O:19]CC1.OO.CS(O)(=O)=O. The catalyst is O. The product is [OH:19][C:5]1[C:6]([CH3:15])=[C:7]2[N:12]([CH:13]=1)[N:11]=[CH:10][NH:9][C:8]2=[O:14]. The yield is 0.759. (6) The yield is 0.550. The reactants are Br[C:2]1[CH:7]=[CH:6][N:5]=[C:4]([NH:8][C:9]([NH:11][CH2:12][C:13]2[C:18]([O:19][CH3:20])=[CH:17][CH:16]=[CH:15][C:14]=2[O:21][CH3:22])=[NH:10])[CH:3]=1.[F:23][C:24]1[CH:29]=[CH:28][C:27](OB(O)O)=[CH:26][CH:25]=1.C(=O)([O-])[O-].[Na+].[Na+].C([O-])(=O)C. The product is [CH3:22][O:21][C:14]1[CH:15]=[CH:16][CH:17]=[C:18]([O:19][CH3:20])[C:13]=1[CH2:12][NH:11][C:9]([NH:8][C:4]1[CH:3]=[C:2]([C:27]2[CH:28]=[CH:29][C:24]([F:23])=[CH:25][CH:26]=2)[CH:7]=[CH:6][N:5]=1)=[NH:10]. No catalyst specified. (7) The reactants are [F:1][C:2]1[CH:7]=[CH:6][CH:5]=[CH:4][C:3]=1[NH:8][C:9](=[O:13])[CH:10]=NO.[OH:14]S(O)(=O)=O. No catalyst specified. The product is [F:1][C:2]1[CH:7]=[CH:6][CH:5]=[C:4]2[C:3]=1[NH:8][C:9](=[O:13])[C:10]2=[O:14]. The yield is 0.900. (8) The reactants are C[O:2][C:3]1[CH:25]=[CH:24][C:6]([CH:7]=[C:8]2[CH2:13][CH2:12][N:11]([C:14]([O:16][CH2:17][C:18]3[CH:23]=[CH:22][CH:21]=[CH:20][CH:19]=3)=[O:15])[CH2:10][CH2:9]2)=[CH:5][C:4]=1[N+:26]([O-:28])=[O:27].B(Br)(Br)Br.C(=O)(O)[O-].[Na+].ClC(OCC1C=CC=CC=1)=O.N1CCCCC1. The catalyst is ClCCl.O1CCCC1.CO. The product is [OH:2][C:3]1[CH:25]=[CH:24][C:6]([CH:7]=[C:8]2[CH2:13][CH2:12][N:11]([C:14]([O:16][CH2:17][C:18]3[CH:19]=[CH:20][CH:21]=[CH:22][CH:23]=3)=[O:15])[CH2:10][CH2:9]2)=[CH:5][C:4]=1[N+:26]([O-:28])=[O:27]. The yield is 0.410. (9) The reactants are C([C@@H:4]1[CH2:7][C@H:6]([N:8]2[C:13](=[O:14])[C:12]([CH2:15][C:16]3[CH:21]=[CH:20][C:19]([C:22]4[C:23]([C:28]#[N:29])=[CH:24][CH:25]=[CH:26][CH:27]=4)=[CH:18][CH:17]=3)=[C:11]([CH2:30][CH2:31][CH3:32])[N:10]3[N:33]=[CH:34][N:35]=[C:9]23)[CH2:5]1)(=O)C.O.OO.FC(F)(F)C(OC(=O)C(F)(F)F)=[O:42].C(=O)([O-])O.[Na+].S([O-])([O-])(=O)=S.[Na+].[Na+]. The catalyst is C(Cl)(Cl)Cl. The product is [OH:42][C@@H:4]1[CH2:5][C@H:6]([N:8]2[C:13](=[O:14])[C:12]([CH2:15][C:16]3[CH:17]=[CH:18][C:19]([C:22]4[C:23]([C:28]#[N:29])=[CH:24][CH:25]=[CH:26][CH:27]=4)=[CH:20][CH:21]=3)=[C:11]([CH2:30][CH2:31][CH3:32])[N:10]3[N:33]=[CH:34][N:35]=[C:9]23)[CH2:7]1. The yield is 0.270.